Dataset: Full USPTO retrosynthesis dataset with 1.9M reactions from patents (1976-2016). Task: Predict the reactants needed to synthesize the given product. (1) Given the product [CH2:1]1[O:10][C:4]2([CH2:9][CH2:8][N:7]([CH2:26][C:24]3[CH:23]=[CH:22][N:21]=[C:20]([C:15]4[CH:16]=[C:17]([O:18][CH3:19])[C:12]([Cl:11])=[C:13]([O:28][CH3:29])[CH:14]=4)[CH:25]=3)[CH2:6][CH2:5]2)[O:3][CH2:2]1, predict the reactants needed to synthesize it. The reactants are: [CH2:1]1[O:10][C:4]2([CH2:9][CH2:8][NH:7][CH2:6][CH2:5]2)[O:3][CH2:2]1.[Cl:11][C:12]1[C:17]([O:18][CH3:19])=[CH:16][C:15]([C:20]2[CH:25]=[C:24]([CH2:26]Cl)[CH:23]=[CH:22][N:21]=2)=[CH:14][C:13]=1[O:28][CH3:29]. (2) Given the product [CH3:27][C:28]([CH3:35])([CH3:34])[CH:29]=[CH:30][C:2]1[CH:26]=[CH:25][CH:24]=[CH:23][C:3]=1[CH2:4][O:5][NH:6][C:7](=[O:22])[C:8]1[CH:13]=[CH:12][CH:11]=[CH:10][C:9]=1[NH:14][CH2:15][C:16]1[CH:21]=[CH:20][N:19]=[CH:18][CH:17]=1, predict the reactants needed to synthesize it. The reactants are: I[C:2]1[CH:26]=[CH:25][CH:24]=[CH:23][C:3]=1[CH2:4][O:5][NH:6][C:7](=[O:22])[C:8]1[CH:13]=[CH:12][CH:11]=[CH:10][C:9]=1[NH:14][CH2:15][C:16]1[CH:21]=[CH:20][N:19]=[CH:18][CH:17]=1.[CH3:27][C:28]([CH3:35])([CH3:34])[CH:29]=[CH:30]B(O)O.C(=O)([O-])[O-].[Na+].[Na+].C([O-])(=O)C.[NH4+]. (3) Given the product [O:11]1[CH2:15][CH:16]1[CH2:17][O:10][C:7]1[CH:8]=[CH:9][C:4]2[N:3]=[CH:2][S:1][C:5]=2[CH:6]=1, predict the reactants needed to synthesize it. The reactants are: [S:1]1[C:5]2[CH:6]=[C:7]([OH:10])[CH:8]=[CH:9][C:4]=2[N:3]=[CH:2]1.[O:11]1[C:15]2[CH:16]=[CH:17]C=CC=2N=C1. (4) Given the product [Cl:1][C:2]1[C:11]2[C:6](=[CH:7][CH:8]=[C:9]([C:12]([OH:13])([C:20]3[N:24]([CH3:25])[CH:23]=[N:22][CH:21]=3)[CH:14]3[CH2:15][CH2:16][N:17]([C:35](=[O:37])[CH3:36])[CH2:18][CH2:19]3)[CH:10]=2)[N:5]=[C:4]([O:26][CH3:27])[C:3]=1[CH2:28][CH:29]1[CH2:30][CH2:31][O:32][CH2:33][CH2:34]1, predict the reactants needed to synthesize it. The reactants are: [Cl:1][C:2]1[C:11]2[C:6](=[CH:7][CH:8]=[C:9]([C:12]([C:20]3[N:24]([CH3:25])[CH:23]=[N:22][CH:21]=3)([CH:14]3[CH2:19][CH2:18][NH:17][CH2:16][CH2:15]3)[OH:13])[CH:10]=2)[N:5]=[C:4]([O:26][CH3:27])[C:3]=1[CH2:28][CH:29]1[CH2:34][CH2:33][O:32][CH2:31][CH2:30]1.[C:35](OC(=O)C)(=[O:37])[CH3:36]. (5) Given the product [Cl:1][C:2]1[CH:3]=[C:4]([C:12]2[O:16][N:15]=[C:14]([C:17]3[CH:18]=[CH:19][CH:20]=[C:21]4[C:25]=3[NH:24][CH:23]=[C:22]4[CH2:26][N:28]([CH3:37])[C@H:29]([C:31]([OH:33])=[O:32])[CH3:30])[N:13]=2)[CH:5]=[CH:6][C:7]=1[O:8][CH:9]([CH3:11])[CH3:10], predict the reactants needed to synthesize it. The reactants are: [Cl:1][C:2]1[CH:3]=[C:4]([C:12]2[O:16][N:15]=[C:14]([C:17]3[CH:18]=[CH:19][CH:20]=[C:21]4[C:25]=3[NH:24][CH:23]=[C:22]4[CH:26]=O)[N:13]=2)[CH:5]=[CH:6][C:7]=1[O:8][CH:9]([CH3:11])[CH3:10].[NH2:28][C@H:29]([C:31]([O:33]C)=[O:32])[CH3:30].[BH-](OC(C)=O)(OC(C)=O)O[C:37](C)=O.[Na+].C=O. (6) Given the product [O:1]=[S:2]1(=[O:47])[CH2:7][CH2:6][N:5]([CH2:8][C:9]2[CH:10]=[CH:11][C:12]([NH:15][C:16](=[O:17])[C:18]3[CH:23]=[CH:22][C:21]([B:67]4[O:68][C:69]([CH3:71])([CH3:70])[C:65]([CH3:81])([CH3:64])[O:66]4)=[CH:20][CH:19]=3)=[CH:13][CH:14]=2)[CH2:4][CH2:3]1, predict the reactants needed to synthesize it. The reactants are: [O:1]=[S:2]1(=[O:47])[CH2:7][CH2:6][N:5]([CH2:8][C:9]2[CH:14]=[CH:13][C:12]([NH:15][C:16]([C:18]3[CH:23]=[CH:22][C:21](C4C=CC(C5NC([C@@H]6CCCN6C(OC(C)(C)C)=O)=NC=5)=CC=4)=[CH:20][CH:19]=3)=[O:17])=[CH:11][CH:10]=2)[CH2:4][CH2:3]1.O=S1(=O)CCN(CC2C=CC(N)=CC=2)CC1.[CH3:64][C:65]1([CH3:81])[C:69]([CH3:71])([CH3:70])[O:68][B:67](C2C=CC(C(O)=O)=CC=2)[O:66]1.CN(C(ON1N=NC2C=CC=CC1=2)=[N+](C)C)C.F[P-](F)(F)(F)(F)F.CN1CCOCC1. (7) The reactants are: I[C:2]1[CH:7]=[CH:6][C:5]([O:8][C:9]([F:12])([F:11])[F:10])=[CH:4][CH:3]=1.C1(P(C2C=CC=CC=2)C2C=CC=CC=2)C=CC=CC=1.[CH2:32]([OH:35])[C:33]#[CH:34].C(N(C(C)C)CC)(C)C. Given the product [F:10][C:9]([F:12])([F:11])[O:8][C:5]1[CH:6]=[CH:7][C:2]([C:34]#[C:33][CH2:32][OH:35])=[CH:3][CH:4]=1, predict the reactants needed to synthesize it.